This data is from Forward reaction prediction with 1.9M reactions from USPTO patents (1976-2016). The task is: Predict the product of the given reaction. (1) Given the reactants [CH3:1][C:2]([CH3:10])([C:7](O)=[O:8])[CH2:3][C:4](O)=[O:5].[NH2:11]C(N)=O, predict the reaction product. The product is: [CH3:1][C:2]1([CH3:10])[CH2:3][C:4](=[O:5])[NH:11][C:7]1=[O:8]. (2) Given the reactants [CH3:1][C:2]1([CH3:75])[O:6][C@@H:5]([C@@H:7]([NH:48]S(C2C=CC=CC=2[N+]([O-])=O)(=O)=O)[CH2:8][NH:9][C@H:10]2[CH2:15][C@H:14]([O:16][CH2:17][C:18]3[CH:23]=[CH:22][CH:21]=[CH:20][CH:19]=3)[C@@H:13]([O:24][CH2:25][C:26]3[CH:31]=[CH:30][CH:29]=[CH:28][CH:27]=3)[C@H:12]([O:32][CH2:33][C:34]3[CH:39]=[CH:38][CH:37]=[CH:36][CH:35]=3)[C@H:11]2[O:40][CH2:41][C:42]2[CH:47]=[CH:46][CH:45]=[CH:44][CH:43]=2)[C@@H:4]([CH2:61][CH2:62][CH2:63][CH2:64][CH2:65][CH2:66][CH2:67][CH2:68][CH2:69][CH2:70][CH2:71][CH2:72][CH2:73][CH3:74])[O:3]1.C1(S)C=CC=CC=1.C([O-])([O-])=O.[Cs+].[Cs+].C([O-])(O)=O.[Na+], predict the reaction product. The product is: [CH3:1][C:2]1([CH3:75])[O:6][C@@H:5]([C@@H:7]([NH2:48])[CH2:8][NH:9][C@H:10]2[CH2:15][C@H:14]([O:16][CH2:17][C:18]3[CH:19]=[CH:20][CH:21]=[CH:22][CH:23]=3)[C@@H:13]([O:24][CH2:25][C:26]3[CH:31]=[CH:30][CH:29]=[CH:28][CH:27]=3)[C@H:12]([O:32][CH2:33][C:34]3[CH:35]=[CH:36][CH:37]=[CH:38][CH:39]=3)[C@H:11]2[O:40][CH2:41][C:42]2[CH:47]=[CH:46][CH:45]=[CH:44][CH:43]=2)[C@@H:4]([CH2:61][CH2:62][CH2:63][CH2:64][CH2:65][CH2:66][CH2:67][CH2:68][CH2:69][CH2:70][CH2:71][CH2:72][CH2:73][CH3:74])[O:3]1. (3) Given the reactants [N+:1]([C:4]1[CH:9]=[CH:8][C:7]([CH2:10][C:11]([NH:13][NH2:14])=[O:12])=[CH:6][CH:5]=1)([O-:3])=[O:2].[C:15](Cl)(=O)[O:16]CC.O=P12OP3(OP(OP(O3)(O1)=O)(=O)O2)=O.C[Si](C)(C)O[Si](C)(C)C, predict the reaction product. The product is: [N+:1]([C:4]1[CH:5]=[CH:6][C:7]([CH2:10][C:11]2[O:12][C:15](=[O:16])[NH:14][N:13]=2)=[CH:8][CH:9]=1)([O-:3])=[O:2]. (4) Given the reactants [Cl:1][C:2]1[CH:3]=[CH:4][C:5]([S:10][CH2:11][CH3:12])=[C:6]([CH2:8][NH2:9])[CH:7]=1.[NH2:13][C:14]1[C:22]([Br:23])=[CH:21][C:20]([CH3:24])=[CH:19][C:15]=1[C:16](O)=[O:17].BrC1C(C)=CC(C(NNC2C=C(Cl)C=CC=2SCC)=O)=C([N+]([O-])=O)C=1, predict the reaction product. The product is: [NH2:13][C:14]1[C:22]([Br:23])=[CH:21][C:20]([CH3:24])=[CH:19][C:15]=1[C:16]([NH:9][CH2:8][C:6]1[CH:7]=[C:2]([Cl:1])[CH:3]=[CH:4][C:5]=1[S:10][CH2:11][CH3:12])=[O:17]. (5) Given the reactants [Na].O.C1(C)C=CC([S:9](O)(=O)=O)=CC=1.[O:14]1[C:16]2([CH2:21][CH2:20][N:19]([C:22]([O:24][C:25]([CH3:28])([CH3:27])[CH3:26])=[O:23])[CH2:18][CH2:17]2)[CH2:15]1.C(=O)(O)[O-].[Na+], predict the reaction product. The product is: [OH:14][C:16]1([CH2:15][SH:9])[CH2:21][CH2:20][N:19]([C:22]([O:24][C:25]([CH3:28])([CH3:27])[CH3:26])=[O:23])[CH2:18][CH2:17]1. (6) Given the reactants [N+:1]([C:4]1[CH:13]=[CH:12][C:7]2[O:8][CH2:9][CH2:10][NH:11][C:6]=2[CH:5]=1)([O-:3])=[O:2].[C:14](OC(=O)C)(=[O:16])[CH3:15], predict the reaction product. The product is: [N+:1]([C:4]1[CH:13]=[CH:12][C:7]2[O:8][CH2:9][CH2:10][N:11]([C:14](=[O:16])[CH3:15])[C:6]=2[CH:5]=1)([O-:3])=[O:2]. (7) Given the reactants Cl.[NH2:2][C@H:3]1[C:12]2[C:7](=[CH:8][CH:9]=[C:10]([C:13]3[CH:18]=[CH:17][C:16]([C:19]([N:21]4[CH2:26][CH2:25][O:24][CH2:23][CH2:22]4)=[O:20])=[CH:15][N:14]=3)[CH:11]=2)[N:6]([C:27](=[O:29])[CH3:28])[C@@H:5]([CH3:30])[CH2:4]1.Br[C:32]1[CH:37]=[CH:36][C:35]([CH3:38])=[CH:34][N:33]=1.C1(P(C2CCCCC2)C2C=CC=CC=2C2C(N(C)C)=CC=CC=2)CCCCC1.CC(C)([O-])C.[Na+], predict the reaction product. The product is: [CH3:30][C@H:5]1[CH2:4][C@@H:3]([NH:2][C:32]2[CH:37]=[CH:36][C:35]([CH3:38])=[CH:34][N:33]=2)[C:12]2[C:7](=[CH:8][CH:9]=[C:10]([C:13]3[CH:18]=[CH:17][C:16]([C:19]([N:21]4[CH2:26][CH2:25][O:24][CH2:23][CH2:22]4)=[O:20])=[CH:15][N:14]=3)[CH:11]=2)[N:6]1[C:27](=[O:29])[CH3:28]. (8) The product is: [CH3:25][C@H:24]1[CH2:23][NH:22][CH2:21][C@@H:20]([CH3:33])[N:19]1[C:17]([O:5][CH2:4][C:3]1[C:2]([F:1])=[CH:9][C:8]([O:10][CH2:14][CH:13]=[CH2:12])=[CH:7][C:6]=1[F:11])=[O:18]. Given the reactants [F:1][C:2]1[CH:9]=[C:8]([OH:10])[CH:7]=[C:6]([F:11])[C:3]=1[CH2:4][OH:5].[CH2:12](Br)[CH:13]=[CH2:14].Cl[C:17]([N:19]1[C@H:24]([CH3:25])[CH2:23][N:22](C(OC(C)(C)C)=O)[CH2:21][C@@H:20]1[CH3:33])=[O:18], predict the reaction product. (9) Given the reactants Cl[C:2]1[N:7]=[C:6]([O:8][C:9]2[CH:36]=[CH:35][C:34]([F:37])=[CH:33][C:10]=2[CH2:11][NH:12][C:13]([NH:15][C:16]2[N:20]([C:21]3[CH:26]=[CH:25][C:24]([CH3:27])=[CH:23][CH:22]=3)[N:19]=[C:18]([C:28]([CH2:31][CH3:32])([CH3:30])[CH3:29])[CH:17]=2)=[O:14])[CH:5]=[CH:4][N:3]=1.[NH:38]1[CH2:43][CH2:42][O:41][CH2:40][CH2:39]1, predict the reaction product. The product is: [O:41]1[CH2:42][CH2:43][N:38]([C:2]2[N:7]=[C:6]([O:8][C:9]3[CH:36]=[CH:35][C:34]([F:37])=[CH:33][C:10]=3[CH2:11][NH:12][C:13]([NH:15][C:16]3[N:20]([C:21]4[CH:26]=[CH:25][C:24]([CH3:27])=[CH:23][CH:22]=4)[N:19]=[C:18]([C:28]([CH2:31][CH3:32])([CH3:30])[CH3:29])[CH:17]=3)=[O:14])[CH:5]=[CH:4][N:3]=2)[CH2:39][CH2:40]1. (10) Given the reactants [F:1][C:2]1[CH:18]=[CH:17][C:16]([F:19])=[CH:15][C:3]=1[CH2:4][O:5][CH2:6][C:7]1[O:11][N:10]=[C:9]([C:12]([OH:14])=O)[CH:8]=1.Cl.[O:21]1[CH2:25][CH2:24][CH:23]([CH2:26][NH2:27])[CH2:22]1.C(N(CC)CC)C.ON1C2C=CC=CC=2N=N1.Cl.C(N=C=NCCCN(C)C)C, predict the reaction product. The product is: [O:21]1[CH2:25][CH2:24][CH:23]([CH2:26][NH:27][C:12]([C:9]2[CH:8]=[C:7]([CH2:6][O:5][CH2:4][C:3]3[CH:15]=[C:16]([F:19])[CH:17]=[CH:18][C:2]=3[F:1])[O:11][N:10]=2)=[O:14])[CH2:22]1.